This data is from Reaction yield outcomes from USPTO patents with 853,638 reactions. The task is: Predict the reaction yield, written as a fraction of the theoretical maximum amount of product (1.0 means a 100% yield; for example, 0.34 means a 34% yield). The reactants are [C:1]([CH2:3][S:4][C:5]1[CH:13]=[CH:12][C:8]([C:9]([OH:11])=[O:10])=[CH:7][CH:6]=1)#[N:2].[N-:14]=[N+:15]=[N-:16].[Na+].[Cl-].[NH4+]. The catalyst is CN(C=O)C. The product is [N:2]1[NH:14][N:15]=[N:16][C:1]=1[CH2:3][S:4][C:5]1[CH:13]=[CH:12][C:8]([C:9]([OH:11])=[O:10])=[CH:7][CH:6]=1. The yield is 0.160.